This data is from Full USPTO retrosynthesis dataset with 1.9M reactions from patents (1976-2016). The task is: Predict the reactants needed to synthesize the given product. (1) Given the product [Cl:1][C:2]1[N:12]=[CH:11][C:5]2[O:6][CH2:7][CH2:8][NH:9][C:4]=2[CH:3]=1, predict the reactants needed to synthesize it. The reactants are: [Cl:1][C:2]1[N:12]=[CH:11][C:5]2[O:6][CH2:7][C:8](=O)[NH:9][C:4]=2[CH:3]=1. (2) Given the product [C:9](/[C:8](=[C:11]1/[NH:12][C:13]2[CH:21]=[CH:20][CH:19]=[CH:18][C:14]=2[N:15]/1[CH2:16][CH3:17])/[C:6]1[C:5]([CH3:22])=[CH:4][N:3]=[C:2]([NH:1][C:35](=[O:36])[C:34]2[CH:33]=[CH:32][C:31]([CH2:30][N:27]3[CH2:26][CH2:25][N:24]([CH3:23])[CH2:29][CH2:28]3)=[CH:39][CH:38]=2)[N:7]=1)#[N:10], predict the reactants needed to synthesize it. The reactants are: [NH2:1][C:2]1[N:7]=[C:6](/[C:8](=[C:11]2\[NH:12][C:13]3[CH:21]=[CH:20][CH:19]=[CH:18][C:14]=3[N:15]\2[CH2:16][CH3:17])/[C:9]#[N:10])[C:5]([CH3:22])=[CH:4][N:3]=1.[CH3:23][N:24]1[CH2:29][CH2:28][N:27]([CH2:30][C:31]2[CH:39]=[CH:38][C:34]([C:35](N)=[O:36])=[CH:33][CH:32]=2)[CH2:26][CH2:25]1. (3) Given the product [CH2:1]([O:3][C:4](=[O:43])[CH2:5][CH:6]([C:33]1[CH:34]=[N:35][C:36]2[C:41]([CH:42]=1)=[CH:40][CH:39]=[CH:38][CH:37]=2)[CH2:7][CH2:8][CH2:9][CH2:10][CH2:11][CH2:12][C:13]1[N:18]=[C:17]([NH:19][C:20](=[O:25])[C:21]([CH3:24])([CH3:23])[CH3:22])[N:16]=[C:15]([NH:26][C:27](=[O:32])[C:28]([CH3:29])([CH3:30])[CH3:31])[CH:14]=1)[CH3:2], predict the reactants needed to synthesize it. The reactants are: [CH2:1]([O:3][C:4](=[O:43])[CH2:5][CH:6]([C:33]1[CH:34]=[N:35][C:36]2[C:41]([CH:42]=1)=[CH:40][CH:39]=[CH:38][CH:37]=2)[CH:7]=[CH:8][CH2:9][CH2:10][CH2:11][CH2:12][C:13]1[N:18]=[C:17]([NH:19][C:20](=[O:25])[C:21]([CH3:24])([CH3:23])[CH3:22])[N:16]=[C:15]([NH:26][C:27](=[O:32])[C:28]([CH3:31])([CH3:30])[CH3:29])[CH:14]=1)[CH3:2]. (4) Given the product [Cl:1][C:2]1[C:7]([O:8][CH3:9])=[CH:6][C:5]([O:10][CH3:11])=[C:4]([Cl:12])[C:3]=1[C:13]1[N:18]=[C:17]2[NH:19][N:20]=[C:21]([C:29]3[CH:30]=[C:31]4[C:26](=[CH:27][CH:28]=3)[C:25](=[O:43])[N:24]([CH3:23])[CH2:33][CH2:32]4)[C:16]2=[CH:15][N:14]=1, predict the reactants needed to synthesize it. The reactants are: [Cl:1][C:2]1[C:7]([O:8][CH3:9])=[CH:6][C:5]([O:10][CH3:11])=[C:4]([Cl:12])[C:3]=1[C:13]1[N:18]=[C:17]2[NH:19][N:20]=[C:21](I)[C:16]2=[CH:15][N:14]=1.[CH3:23][N:24]1[CH2:33][CH2:32][C:31]2[C:26](=[CH:27][CH:28]=[C:29](B3OC(C)(C)C(C)(C)O3)[CH:30]=2)[C:25]1=[O:43]. (5) Given the product [C:23]([SiH2:27][O:28][C:29]([CH3:42])([CH3:41])[C:30]1[CH:31]=[C:32]([CH:33]=[C:34]([N:36]([CH3:38])[CH3:37])[CH:35]=1)[CH:39]=[O:40])([CH3:26])([CH3:25])[CH3:24], predict the reactants needed to synthesize it. The reactants are: CC(OI1(OC(C)=O)(OC(C)=O)OC(=O)C2C=CC=CC1=2)=O.[C:23]([SiH2:27][O:28][C:29]([CH3:42])([CH3:41])[C:30]1[CH:31]=[C:32]([CH2:39][OH:40])[CH:33]=[C:34]([N:36]([CH3:38])[CH3:37])[CH:35]=1)([CH3:26])([CH3:25])[CH3:24].C(=O)(O)[O-].[Na+].